This data is from Full USPTO retrosynthesis dataset with 1.9M reactions from patents (1976-2016). The task is: Predict the reactants needed to synthesize the given product. (1) Given the product [ClH:1].[CH3:51][C:39]1[CH:40]=[C:35]2[C:36](=[CH:37][CH:38]=1)[NH:43][C:42]([C:25]([NH:24][C@@H:23]1[CH2:15][C:16]3[C:21](=[CH:20][CH:19]=[CH:18][CH:17]=3)[C@H:56]1[NH:55][CH3:63])=[O:26])=[CH:34]2, predict the reactants needed to synthesize it. The reactants are: [Cl:1]C1C=C2C(=CC=1)NC(C(N[C@@H]1C[C:21]3[C:16](=[CH:17][CH:18]=[CH:19][CH:20]=3)[C@@H:15]1[CH2:23][NH:24][C:25](=O)[O:26]C(C)(C)C)=O)=C2.N[C@@H]1C[C:40]2[C:35](=[CH:36][CH:37]=[CH:38][CH:39]=2)[C@@H:34]1[CH2:42][NH:43]C(=O)OC(C)(C)C.[C:51](=O)([O-])N.[NH:55]1[C:63]2C(=CC=CC=2)C=[C:56]1C(O)=O. (2) Given the product [N:18]1([C:2]2[CH:3]=[N:4][CH:5]=[C:6]([NH:8][CH2:9][C:10]3[CH:11]=[C:12]([CH:15]=[CH:16][CH:17]=3)[C:13]#[N:14])[N:7]=2)[CH2:23][CH2:22][NH:21][CH2:20][CH2:19]1, predict the reactants needed to synthesize it. The reactants are: Cl[C:2]1[N:7]=[C:6]([NH:8][CH2:9][C:10]2[CH:11]=[C:12]([CH:15]=[CH:16][CH:17]=2)[C:13]#[N:14])[CH:5]=[N:4][CH:3]=1.[NH:18]1[CH2:23][CH2:22][NH:21][CH2:20][CH2:19]1.CC(C)([O-])C.[Na+].C1C=CC(P(C2C(C3C(P(C4C=CC=CC=4)C4C=CC=CC=4)=CC=C4C=3C=CC=C4)=C3C(C=CC=C3)=CC=2)C2C=CC=CC=2)=CC=1. (3) Given the product [N:18]1[CH:19]=[CH:20][CH:21]=[CH:22][C:17]=1[C:14]1([N:11]2[CH2:12][CH2:13][NH:8][CH2:9][CH2:10]2)[CH2:16][CH2:15]1.[ClH:23], predict the reactants needed to synthesize it. The reactants are: C([N:8]1[CH2:13][CH2:12][N:11]([C:14]2([C:17]3[CH:22]=[CH:21][CH:20]=[CH:19][N:18]=3)[CH2:16][CH2:15]2)[CH2:10][CH2:9]1)C1C=CC=CC=1.[Cl:23]C(OCCl)=O.CO. (4) Given the product [F:26][C:24]1[CH:25]=[C:20]([C:18]2[N:6]3[N:5]=[CH:4][C:3]([C:7]([C:9]4[S:10][CH:11]=[CH:12][CH:13]=4)=[O:8])=[C:2]3[N:1]=[CH:16][CH:17]=2)[C:21]([O:32][CH3:33])=[C:22]([N:27]([CH3:31])[C:28](=[O:30])[CH3:29])[CH:23]=1, predict the reactants needed to synthesize it. The reactants are: [NH2:1][C:2]1[NH:6][N:5]=[CH:4][C:3]=1[C:7]([C:9]1[S:10][CH:11]=[CH:12][CH:13]=1)=[O:8].CN(C)[CH:16]=[CH:17][C:18]([C:20]1[C:21]([O:32][CH3:33])=[C:22]([N:27]([CH3:31])[C:28](=[O:30])[CH3:29])[CH:23]=[C:24]([F:26])[CH:25]=1)=O.C(OCC)(=O)C. (5) Given the product [Cl:1][C:2]1[C:7](=[O:8])[O:6][C:5](=[O:9])[N:4]([CH3:11])[C:3]=1[CH3:10], predict the reactants needed to synthesize it. The reactants are: [Cl:1][C:2]1[C:7](=[O:8])[O:6][C:5](=[O:9])[NH:4][C:3]=1[CH3:10].[C:11](=O)([O-])[O-].[K+].[K+].CI.